Dataset: Catalyst prediction with 721,799 reactions and 888 catalyst types from USPTO. Task: Predict which catalyst facilitates the given reaction. (1) Reactant: [NH2:1][CH:2]1[CH2:7][CH2:6][CH:5]([OH:8])[CH2:4][CH2:3]1.C([O-])([O-])=O.[K+].[K+].[CH2:15](Br)[C:16]1[CH:21]=[CH:20][CH:19]=[CH:18][CH:17]=1. Product: [CH2:15]([N:1]([CH2:15][C:16]1[CH:21]=[CH:20][CH:19]=[CH:18][CH:17]=1)[CH:2]1[CH2:7][CH2:6][CH:5]([OH:8])[CH2:4][CH2:3]1)[C:16]1[CH:21]=[CH:20][CH:19]=[CH:18][CH:17]=1. The catalyst class is: 10. (2) Reactant: [NH2:1][C:2]1[CH:6]=[CH:5][NH:4][N:3]=1.[C:7]([N+:11]#[C-:12])([CH3:10])([CH3:9])[CH3:8].[CH:13](=O)[C:14]1[CH:19]=[CH:18][CH:17]=[CH:16][CH:15]=1. The catalyst class is: 519. Product: [C:7]([NH:11][C:12]1[N:3]2[NH:4][CH:5]=[CH:6][C:2]2=[N:1][C:13]=1[C:14]1[CH:19]=[CH:18][CH:17]=[CH:16][CH:15]=1)([CH3:10])([CH3:9])[CH3:8]. (3) Reactant: [I:1][C:2]1[C:10]2[C:5](=[N:6][CH:7]=[N:8][C:9]=2[NH2:11])[N:4]([CH:12]2[CH2:17][CH2:16][NH:15][CH2:14][CH2:13]2)[N:3]=1.[NH:18]1[CH:22]=[CH:21][N:20]=[C:19]1[CH:23]=O.C(O[BH-](OC(=O)C)OC(=O)C)(=O)C.[Na+].C(O)(=O)C.C(=O)(O)[O-].[Na+]. Product: [NH:18]1[CH:22]=[CH:21][N:20]=[C:19]1[CH2:23][N:15]1[CH2:16][CH2:17][CH:12]([N:4]2[C:5]3=[N:6][CH:7]=[N:8][C:9]([NH2:11])=[C:10]3[C:2]([I:1])=[N:3]2)[CH2:13][CH2:14]1. The catalyst class is: 26. (4) Reactant: [C:1]([O:7][C:8]([CH3:11])([CH3:10])[CH3:9])(=[O:6])[CH2:2][C:3]([CH3:5])=[O:4].[H-].[Na+].C([Li])CCC.Br[CH2:20][C:21]1[CH:26]=[CH:25][C:24]([C:27]2[CH:32]=[CH:31][CH:30]=[CH:29][CH:28]=2)=[CH:23][CH:22]=1.Cl. Product: [C:24]1([C:27]2[CH:28]=[CH:29][CH:30]=[CH:31][CH:32]=2)[CH:23]=[CH:22][C:21]([CH2:20][CH2:5][C:3](=[O:4])[CH2:2][C:1]([O:7][C:8]([CH3:11])([CH3:10])[CH3:9])=[O:6])=[CH:26][CH:25]=1. The catalyst class is: 7. (5) Reactant: [NH2:1][C:2]1[N:3]=[C:4]([CH3:20])[C:5]2[CH:11]=[CH:10][C:9](=[O:12])[N:8]([C@H:13]3[CH2:18][CH2:17][C@H:16]([OH:19])[CH2:15][CH2:14]3)[C:6]=2[N:7]=1.[Br:21]N1C(=O)CCC1=O. Product: [NH2:1][C:2]1[N:3]=[C:4]([CH3:20])[C:5]2[CH:11]=[C:10]([Br:21])[C:9](=[O:12])[N:8]([C@H:13]3[CH2:14][CH2:15][C@H:16]([OH:19])[CH2:17][CH2:18]3)[C:6]=2[N:7]=1. The catalyst class is: 9.